From a dataset of Peptide-MHC class I binding affinity with 185,985 pairs from IEDB/IMGT. Regression. Given a peptide amino acid sequence and an MHC pseudo amino acid sequence, predict their binding affinity value. This is MHC class I binding data. (1) The peptide sequence is QTVEDEARR. The MHC is HLA-B57:01 with pseudo-sequence HLA-B57:01. The binding affinity (normalized) is 0. (2) The peptide sequence is GANGSTAEQL. The MHC is HLA-A02:06 with pseudo-sequence HLA-A02:06. The binding affinity (normalized) is 0. (3) The peptide sequence is EHNGGDDPL. The MHC is HLA-A30:02 with pseudo-sequence HLA-A30:02. The binding affinity (normalized) is 0.213.